This data is from Forward reaction prediction with 1.9M reactions from USPTO patents (1976-2016). The task is: Predict the product of the given reaction. Given the reactants C([O-])([O-])=O.[Na+].[Na+].[CH3:7][O:8][C:9]1[CH:10]=[N:11][CH:12]=[C:13](B2OC(C)(C)C(C)(C)O2)[CH:14]=1.Cl[C:25]1[N:33]=[C:32]2[C:28]([N:29]=[CH:30][NH:31]2)=[C:27]([N:34]2[CH2:39][CH2:38][O:37][CH2:36][CH2:35]2)[N:26]=1, predict the reaction product. The product is: [CH3:7][O:8][C:9]1[CH:14]=[C:13]([C:25]2[N:33]=[C:32]3[C:28]([N:29]=[CH:30][NH:31]3)=[C:27]([N:34]3[CH2:35][CH2:36][O:37][CH2:38][CH2:39]3)[N:26]=2)[CH:12]=[N:11][CH:10]=1.